From a dataset of Peptide-MHC class I binding affinity with 185,985 pairs from IEDB/IMGT. Regression. Given a peptide amino acid sequence and an MHC pseudo amino acid sequence, predict their binding affinity value. This is MHC class I binding data. (1) The peptide sequence is ITPDDGLGL. The MHC is HLA-A02:03 with pseudo-sequence HLA-A02:03. The binding affinity (normalized) is 0.218. (2) The peptide sequence is KSFGRISVL. The MHC is HLA-C12:03 with pseudo-sequence HLA-C12:03. The binding affinity (normalized) is 1.00. (3) The peptide sequence is YMRWRKHWL. The MHC is BoLA-HD6 with pseudo-sequence BoLA-HD6. The binding affinity (normalized) is 0.638. (4) The peptide sequence is LLMRTTWAF. The MHC is HLA-A24:02 with pseudo-sequence HLA-A24:02. The binding affinity (normalized) is 0.704. (5) The peptide sequence is YTGAMTSKF. The MHC is HLA-A02:01 with pseudo-sequence HLA-A02:01. The binding affinity (normalized) is 0.213. (6) The peptide sequence is KMKEIAEAY. The MHC is HLA-A02:01 with pseudo-sequence HLA-A02:01. The binding affinity (normalized) is 0. (7) The peptide sequence is ETRSFTTHF. The MHC is HLA-A03:01 with pseudo-sequence HLA-A03:01. The binding affinity (normalized) is 0.0847.